Dataset: Full USPTO retrosynthesis dataset with 1.9M reactions from patents (1976-2016). Task: Predict the reactants needed to synthesize the given product. (1) Given the product [CH3:24][N:25]([CH3:31])[C@@H:26]1[CH2:30][CH2:29][N:28]([C:2]2[N:7]3[CH:8]=[C:9]([CH2:11][N:12]([CH3:23])[C@@H:13]4[C:22]5[N:21]=[CH:20][CH:19]=[CH:18][C:17]=5[CH2:16][CH2:15][CH2:14]4)[N:10]=[C:6]3[CH:5]=[CH:4][CH:3]=2)[CH2:27]1, predict the reactants needed to synthesize it. The reactants are: F[C:2]1[N:7]2[CH:8]=[C:9]([CH2:11][N:12]([CH3:23])[C@@H:13]3[C:22]4[N:21]=[CH:20][CH:19]=[CH:18][C:17]=4[CH2:16][CH2:15][CH2:14]3)[N:10]=[C:6]2[CH:5]=[CH:4][CH:3]=1.[CH3:24][N:25]([CH3:31])[C@@H:26]1[CH2:30][CH2:29][NH:28][CH2:27]1. (2) The reactants are: C([O:8][C:9]1[CH:14]=[CH:13][C:12]([C:15]2([C:22]3[CH:27]=[CH:26][CH:25]=[CH:24][C:23]=3[F:28])[CH2:20][CH2:19][C:18](=[O:21])[CH:17]=[CH:16]2)=[CH:11][CH:10]=1)C1C=CC=CC=1.[H][H]. Given the product [F:28][C:23]1[CH:24]=[CH:25][CH:26]=[CH:27][C:22]=1[C:15]1([C:12]2[CH:11]=[CH:10][C:9]([OH:8])=[CH:14][CH:13]=2)[CH2:16][CH2:17][C:18](=[O:21])[CH2:19][CH2:20]1, predict the reactants needed to synthesize it. (3) Given the product [C:1]([O:5][C:6](=[O:31])[CH2:7][O:8][C:9]1[CH:14]=[CH:13][C:12]([Cl:15])=[CH:11][C:10]=1[C:16]#[C:17][C:18]1[CH:23]=[C:22]([S:24]([CH2:27][CH2:28][O:36][CH3:32])(=[O:26])=[O:25])[CH:21]=[CH:20][C:19]=1[F:30])([CH3:3])([CH3:2])[CH3:4], predict the reactants needed to synthesize it. The reactants are: [C:1]([O:5][C:6](=[O:31])[CH2:7][O:8][C:9]1[CH:14]=[CH:13][C:12]([Cl:15])=[CH:11][C:10]=1[C:16]#[C:17][C:18]1[CH:23]=[C:22]([S:24]([CH2:27][CH2:28]C)(=[O:26])=[O:25])[CH:21]=[CH:20][C:19]=1[F:30])([CH3:4])([CH3:3])[CH3:2].[C:32]([O:36]C(=O)COC1C=CC(Cl)=CC=1C#C)(C)(C)C.BrC1C=C(S(CCOC)(=O)=O)C=CC=1F. (4) Given the product [C:12]([CH:14]([CH2:38][CH2:39][CH2:40][C:41]1[CH:42]=[CH:43][CH:44]=[CH:45][CH:46]=1)[C:15]([NH:17][CH:18]([C:20]1[C:21](=[O:37])[NH:22][C:23]([CH2:26][C:27]2[C:36]3[C:31](=[CH:32][CH:33]=[CH:34][CH:35]=3)[CH:30]=[CH:29][CH:28]=2)=[N:24][N:25]=1)[CH3:19])=[O:16])(=[O:11])[CH3:13], predict the reactants needed to synthesize it. The reactants are: C(Cl)(=O)C(Cl)=O.CS(C)=O.[OH:11][CH:12]([CH:14]([CH2:38][CH2:39][CH2:40][C:41]1[CH:46]=[CH:45][CH:44]=[CH:43][CH:42]=1)[C:15]([NH:17][CH:18]([C:20]1[C:21](=[O:37])[NH:22][C:23]([CH2:26][C:27]2[C:36]3[C:31](=[CH:32][CH:33]=[CH:34][CH:35]=3)[CH:30]=[CH:29][CH:28]=2)=[N:24][N:25]=1)[CH3:19])=[O:16])[CH3:13].C(N(C(C)C)C(C)C)C. (5) Given the product [CH3:19][C:12]1[N:11]2[N:10]=[C:9](/[CH:8]=[CH:7]/[C:5]3[N:4]([CH3:20])[N:3]=[C:2]([N:24]4[CH2:25][CH2:26][CH2:27][C@@H:23]4[C:22]([F:29])([F:28])[F:21])[N:6]=3)[N:17]=[C:16]2[C:15]([CH3:18])=[CH:14][N:13]=1, predict the reactants needed to synthesize it. The reactants are: Br[C:2]1[N:6]=[C:5](/[CH:7]=[CH:8]/[C:9]2[N:17]=[C:16]3[N:11]([C:12]([CH3:19])=[N:13][CH:14]=[C:15]3[CH3:18])[N:10]=2)[N:4]([CH3:20])[N:3]=1.[F:21][C:22]([F:29])([F:28])[C@H:23]1[CH2:27][CH2:26][CH2:25][NH:24]1.